Predict the reaction yield, written as a fraction of the theoretical maximum amount of product (1.0 means a 100% yield; for example, 0.34 means a 34% yield). From a dataset of Reaction yield outcomes from USPTO patents with 853,638 reactions. (1) The product is [Cl:1][C:2]1[C:7]([C:11]#[N:12])=[CH:6][N:5]=[C:4]([O:9][CH3:10])[CH:3]=1. The yield is 0.540. The catalyst is [C-]#N.[Zn+2].[C-]#N.C1C=CC([P]([Pd]([P](C2C=CC=CC=2)(C2C=CC=CC=2)C2C=CC=CC=2)([P](C2C=CC=CC=2)(C2C=CC=CC=2)C2C=CC=CC=2)[P](C2C=CC=CC=2)(C2C=CC=CC=2)C2C=CC=CC=2)(C2C=CC=CC=2)C2C=CC=CC=2)=CC=1. The reactants are [Cl:1][C:2]1[C:7](I)=[CH:6][N:5]=[C:4]([O:9][CH3:10])[CH:3]=1.[CH3:11][N:12](C=O)C. (2) The reactants are [C:1]([C:4]1[C:9](/[CH:10]=[CH:11]/[C:12]([O:14]C(C)(C)C)=[O:13])=[C:8]([F:19])[C:7]([Cl:20])=[CH:6][CH:5]=1)(=[O:3])[CH3:2]. The catalyst is C(Cl)Cl.C(O)(C(F)(F)F)=O. The product is [C:1]([C:4]1[C:9](/[CH:10]=[CH:11]/[C:12]([OH:14])=[O:13])=[C:8]([F:19])[C:7]([Cl:20])=[CH:6][CH:5]=1)(=[O:3])[CH3:2]. The yield is 0.970.